Dataset: Full USPTO retrosynthesis dataset with 1.9M reactions from patents (1976-2016). Task: Predict the reactants needed to synthesize the given product. Given the product [CH3:1][O:2][C:3]1[CH:9]=[C:8]([CH:10]2[CH2:15][CH2:14][N:13]([CH3:16])[CH2:12][CH2:11]2)[CH:7]=[CH:6][C:4]=1[NH:5][C:24]1[N:25]=[CH:26][C:27]2[C:18]([CH3:17])=[CH:19][C:20](=[O:42])[N:21]([C:31]3[CH:32]=[C:33]([NH:37][C:38](=[O:41])[CH:39]=[CH2:40])[CH:34]=[CH:35][CH:36]=3)[C:22]=2[N:23]=1, predict the reactants needed to synthesize it. The reactants are: [CH3:1][O:2][C:3]1[CH:9]=[C:8]([CH:10]2[CH2:15][CH2:14][N:13]([CH3:16])[CH2:12][CH2:11]2)[CH:7]=[CH:6][C:4]=1[NH2:5].[CH3:17][C:18]1[C:27]2[CH:26]=[N:25][C:24](S(C)=O)=[N:23][C:22]=2[N:21]([C:31]2[CH:32]=[C:33]([NH:37][C:38](=[O:41])[CH:39]=[CH2:40])[CH:34]=[CH:35][CH:36]=2)[C:20](=[O:42])[CH:19]=1.C(N(C(C)C)CC)(C)C.C(O)(C(F)(F)F)=O.CC#N.